From a dataset of Reaction yield outcomes from USPTO patents with 853,638 reactions. Predict the reaction yield, written as a fraction of the theoretical maximum amount of product (1.0 means a 100% yield; for example, 0.34 means a 34% yield). (1) The reactants are [Cl:1][C:2]1[CH:13]=[CH:12][C:5]([CH2:6][CH:7]([C:10]#[N:11])[C:8]#[N:9])=[CH:4][CH:3]=1.[H-].[Na+].[Cl:16][C:17]([Cl:21])=[CH:18][CH2:19]Cl. The catalyst is CN(C)C=O. The product is [Cl:1][C:2]1[CH:3]=[CH:4][C:5]([CH2:6][C:7]([CH2:19][CH:18]=[C:17]([Cl:21])[Cl:16])([C:8]#[N:9])[C:10]#[N:11])=[CH:12][CH:13]=1. The yield is 0.660. (2) The reactants are Cl[CH2:2][C:3]1[S:7][C:6]([C:8]2[NH:9][C:10]3[C:15]([CH:16]=2)=[CH:14][CH:13]=[CH:12][C:11]=3[N:17]([CH3:26])[S:18]([C:21]2[S:22][CH:23]=[CH:24][CH:25]=2)(=[O:20])=[O:19])=[N:5][CH:4]=1.[N:27]1([CH2:33][C:34]([O:36][CH2:37][CH3:38])=[O:35])[CH2:32][CH2:31][NH:30][CH2:29][CH2:28]1.C(N(CC)CC)C.O. The catalyst is CN(C)C=O. The product is [CH3:26][N:17]([S:18]([C:21]1[S:22][CH:23]=[CH:24][CH:25]=1)(=[O:20])=[O:19])[C:11]1[CH:12]=[CH:13][CH:14]=[C:15]2[C:10]=1[NH:9][C:8]([C:6]1[S:7][C:3]([CH2:2][N:30]3[CH2:29][CH2:28][N:27]([CH2:33][C:34]([O:36][CH2:37][CH3:38])=[O:35])[CH2:32][CH2:31]3)=[CH:4][N:5]=1)=[CH:16]2. The yield is 0.570.